From a dataset of Catalyst prediction with 721,799 reactions and 888 catalyst types from USPTO. Predict which catalyst facilitates the given reaction. (1) Reactant: [Br:1][C:2]1[CH:9]=[CH:8][C:5]([CH:6]=O)=[CH:4][CH:3]=1.[C:10]([OH:16])(=[O:15])[CH2:11]C(O)=O.C([O-])(=O)C.[NH4+:21]. The catalyst class is: 8. Product: [NH2:21][CH:6]([C:5]1[CH:8]=[CH:9][C:2]([Br:1])=[CH:3][CH:4]=1)[CH2:11][C:10]([OH:16])=[O:15]. (2) Reactant: [N:1]1([CH2:6][CH2:7][CH2:8][OH:9])[CH:5]=[CH:4][CH:3]=[N:2]1.C(N(CC)CC)C.[S:17](Cl)([CH3:20])(=[O:19])=[O:18]. Product: [CH3:20][S:17]([O:9][CH2:8][CH2:7][CH2:6][N:1]1[CH:5]=[CH:4][CH:3]=[N:2]1)(=[O:19])=[O:18]. The catalyst class is: 4. (3) Product: [CH2:1]([O:8][C:9](=[O:29])[CH:10]([NH:11][C:12]([O:14][C:15]([CH3:16])([CH3:18])[CH3:17])=[O:13])[CH2:19][C:20]1[C:28]2[C:23](=[CH:24][CH:25]=[CH:26][CH:27]=2)[N:22]([CH2:34][C:33]2[CH:36]=[CH:37][C:38]([F:39])=[C:31]([F:30])[CH:32]=2)[CH:21]=1)[C:2]1[CH:7]=[CH:6][CH:5]=[CH:4][CH:3]=1. The catalyst class is: 1. Reactant: [CH2:1]([O:8][C:9](=[O:29])[C@H:10]([CH2:19][C:20]1[C:28]2[C:23](=[CH:24][CH:25]=[CH:26][CH:27]=2)[NH:22][CH:21]=1)[NH:11][C:12]([O:14][C:15]([CH3:18])([CH3:17])[CH3:16])=[O:13])[C:2]1[CH:7]=[CH:6][CH:5]=[CH:4][CH:3]=1.[F:30][C:31]1[CH:32]=[C:33]([CH:36]=[CH:37][C:38]=1[F:39])[CH2:34]Br.[H-].[Na+]. (4) Reactant: Cl[C:2]1[N:7]=[C:6]([NH:8][C@@H:9]2[CH2:14][CH2:13][CH2:12][CH2:11][C@@H:10]2[NH:15][C:16](=[O:18])[O-:17])[CH:5]=[N:4][C:3]=1[C:19]#[N:20].Cl.Cl.[N:23]1[N:27]2[CH:28]=[CH:29][CH:30]=[CH:31][C:26]2=[C:25]([NH2:32])[CH:24]=1.C(=O)([O-])[O-:34].[Cs+].[Cs+].C1C=CC(P(C2C([C:54]3C(P(C4C=CC=CC=4)C4C=CC=CC=4)=CC=[C:60]4[C:55]=3[CH:56]=CC=C4)=[C:60]3[C:55]([CH:56]=CC=C3)=[CH:54]C=2)C2C=CC=CC=2)=CC=1. Product: [C:19]([C:3]1[N:4]=[CH:5][C:6]([NH:8][C@@H:9]2[CH2:14][CH2:13][CH2:12][CH2:11][C@@H:10]2[NH:15][C:16](=[O:18])[O:17][C:55]([CH3:60])([CH3:56])[CH3:54])=[N:7][C:2]=1[NH:32][C:25]1[CH:24]=[N:23][N:27]2[CH:28]=[CH:29][CH:30]=[CH:31][C:26]=12)(=[O:34])[NH2:20]. The catalyst class is: 231. (5) Reactant: [C:1]([N:4]1[CH2:11][C:10]2[S:9][C:8]([C:12]3[CH:17]=[CH:16][C:15]([O:18][CH2:19][CH2:20][CH2:21]Cl)=[CH:14][CH:13]=3)=[N:7][C:6]=2[CH2:5]1)(=[O:3])[CH3:2].[CH3:23][CH:24]1[CH2:28][CH2:27][CH2:26][NH:25]1. Product: [C:1]([N:4]1[CH2:11][C:10]2[S:9][C:8]([C:12]3[CH:17]=[CH:16][C:15]([O:18][CH2:19][CH2:20][CH2:21][N:25]4[CH2:26][CH2:27][CH2:28][CH:24]4[CH3:23])=[CH:14][CH:13]=3)=[N:7][C:6]=2[CH2:5]1)(=[O:3])[CH3:2]. The catalyst class is: 10.